From a dataset of Forward reaction prediction with 1.9M reactions from USPTO patents (1976-2016). Predict the product of the given reaction. (1) Given the reactants [CH3:1][C:2]1[CH:7]=[C:6]([C:8]([CH3:10])=[O:9])[C:5]([OH:11])=[C:4]([N+:12]([O-:14])=[O:13])[CH:3]=1.[CH3:15][O:16][C:17]1[CH:24]=[CH:23][C:20]([CH:21]=O)=[CH:19][C:18]=1[F:25], predict the reaction product. The product is: [F:25][C:18]1[CH:19]=[C:20](/[CH:21]=[CH:10]/[C:8]([C:6]2[CH:7]=[C:2]([CH3:1])[CH:3]=[C:4]([N+:12]([O-:14])=[O:13])[C:5]=2[OH:11])=[O:9])[CH:23]=[CH:24][C:17]=1[O:16][CH3:15]. (2) Given the reactants [O:1]=[C:2]1[C:7]([CH2:8][C:9]2[CH:14]=[CH:13][C:12]([C:15]3[C:16]([C:21]#[N:22])=[CH:17][CH:18]=[CH:19][CH:20]=3)=[CH:11][CH:10]=2)=[C:6]([CH2:23][CH2:24][CH3:25])[N:5]2[N:26]=[CH:27][N:28]=[C:4]2[N:3]1[C@H:29]1[CH2:34][CH2:33][C@H:32]([O:35][CH2:36][C:37](=[O:40])[CH:38]=[CH2:39])[CH2:31][CH2:30]1.[Cl-].[Ce+3].[Cl-].[Cl-].[BH4-].[Na+].[Cl-].[NH4+], predict the reaction product. The product is: [OH:40][CH:37]([CH:38]=[CH2:39])[CH2:36][O:35][C@H:32]1[CH2:33][CH2:34][C@H:29]([N:3]2[C:2](=[O:1])[C:7]([CH2:8][C:9]3[CH:14]=[CH:13][C:12]([C:15]4[C:16]([C:21]#[N:22])=[CH:17][CH:18]=[CH:19][CH:20]=4)=[CH:11][CH:10]=3)=[C:6]([CH2:23][CH2:24][CH3:25])[N:5]3[N:26]=[CH:27][N:28]=[C:4]23)[CH2:30][CH2:31]1. (3) The product is: [N:1]1[N:9]2[C:4]([CH2:5][O:6][CH2:7][CH2:8]2)=[CH:3][C:2]=1[CH:10]=[O:11]. Given the reactants [N:1]1[N:9]2[C:4]([CH2:5][O:6][CH2:7][CH2:8]2)=[CH:3][C:2]=1[CH2:10][OH:11], predict the reaction product. (4) Given the reactants [CH3:1][N:2]([CH3:24])[CH:3]1[CH2:8][CH2:7][N:6]([C:9]2[CH:10]=[C:11]([C:21](O)=[O:22])[C:12]3[CH:13]=[N:14][N:15]([CH:18]([CH3:20])[CH3:19])[C:16]=3[CH:17]=2)[CH2:5][CH2:4]1.[NH2:25][CH2:26][C:27]1[C:28](=[O:37])[NH:29][C:30]([CH3:36])=[CH:31][C:32]=1[CH2:33][CH2:34][CH3:35].CN1CCOCC1.ON1C2N=CC=CC=2N=N1.C(Cl)CCl, predict the reaction product. The product is: [CH3:24][N:2]([CH3:1])[CH:3]1[CH2:4][CH2:5][N:6]([C:9]2[CH:10]=[C:11]([C:21]([NH:25][CH2:26][C:27]3[C:28](=[O:37])[NH:29][C:30]([CH3:36])=[CH:31][C:32]=3[CH2:33][CH2:34][CH3:35])=[O:22])[C:12]3[CH:13]=[N:14][N:15]([CH:18]([CH3:19])[CH3:20])[C:16]=3[CH:17]=2)[CH2:7][CH2:8]1. (5) Given the reactants [H-].[Na+].[CH2:3]([OH:10])[C:4]1[CH:9]=[CH:8][CH:7]=[CH:6][CH:5]=1.Cl[C:12]1[N:17]=[C:16](Cl)[C:15]([CH:19]([CH3:21])[CH3:20])=[C:14]([O:22][C:23]2[CH:28]=[C:27]([CH3:29])[CH:26]=[C:25]([CH3:30])[C:24]=2[CH3:31])[N:13]=1.C([O:35][CH2:36][CH3:37])(=O)C, predict the reaction product. The product is: [CH2:3]([O:10][C:12]1[N:17]=[C:16]([O:35][CH2:36][C:37]2[CH:8]=[CH:9][CH:4]=[CH:5][CH:6]=2)[C:15]([CH:19]([CH3:21])[CH3:20])=[C:14]([O:22][C:23]2[CH:28]=[C:27]([CH3:29])[CH:26]=[C:25]([CH3:30])[C:24]=2[CH3:31])[N:13]=1)[C:4]1[CH:9]=[CH:8][CH:7]=[CH:6][CH:5]=1. (6) The product is: [Cl:27][CH2:26][CH2:25][CH2:24][O:16][C:14]1[CH:13]=[CH:12][C:9]2[CH2:10][CH2:11][N:5]([CH:1]3[CH2:4][CH2:3][CH2:2]3)[CH2:6][CH2:7][C:8]=2[CH:15]=1. Given the reactants [CH:1]1([N:5]2[CH2:11][CH2:10][C:9]3[CH:12]=[CH:13][C:14]([OH:16])=[CH:15][C:8]=3[CH2:7][CH2:6]2)[CH2:4][CH2:3][CH2:2]1.C(=O)([O-])[O-].[K+].[K+].Br[CH2:24][CH2:25][CH2:26][Cl:27], predict the reaction product. (7) Given the reactants [CH2:1]([N:3]([CH2:11][C:12]1[N:13]=[C:14]2[S:21][C:20]([CH3:22])=[C:19]([CH:23]=[O:24])[N:15]2[C:16](=[O:18])[CH:17]=1)[C:4]1[CH:9]=[CH:8][C:7]([F:10])=[CH:6][CH:5]=1)[CH3:2].O.[BH4-].[Na+], predict the reaction product. The product is: [CH2:1]([N:3]([CH2:11][C:12]1[N:13]=[C:14]2[S:21][C:20]([CH3:22])=[C:19]([CH2:23][OH:24])[N:15]2[C:16](=[O:18])[CH:17]=1)[C:4]1[CH:5]=[CH:6][C:7]([F:10])=[CH:8][CH:9]=1)[CH3:2]. (8) The product is: [CH3:40][C:35]1([CH3:41])[C:36]([CH3:39])([CH3:38])[O:37][B:33]([C:21]2[CH:22]=[C:23]([C:27]3[N:32]=[CH:31][CH:30]=[CH:29][N:28]=3)[CH:24]=[CH:25][CH:26]=2)[O:34]1. Given the reactants C1(P(C2CCCCC2)C2CCCCC2)CCCCC1.Cl[C:21]1[CH:22]=[C:23]([C:27]2[N:32]=[CH:31][CH:30]=[CH:29][N:28]=2)[CH:24]=[CH:25][CH:26]=1.[B:33]1([B:33]2[O:37][C:36]([CH3:39])([CH3:38])[C:35]([CH3:41])([CH3:40])[O:34]2)[O:37][C:36]([CH3:39])([CH3:38])[C:35]([CH3:41])([CH3:40])[O:34]1.C([O-])(=O)C.[K+], predict the reaction product. (9) Given the reactants [CH2:1]([N:3]1[CH:7]=[C:6]([C:8]2[CH:13]=[CH:12][N:11]=[C:10]3[NH:14][C:15]([C:17]4[CH:22]=[CH:21][CH:20]=[C:19]([CH2:23][N:24]5[CH2:28]CC[CH2:25]5)[CH:18]=4)=[CH:16][C:9]=23)[C:5]([C:29]2[CH:34]=[CH:33][C:32]([NH2:35])=[CH:31][CH:30]=2)=[N:4]1)[CH3:2].[CH2:36]([N:38]=[C:39]=[O:40])[CH3:37], predict the reaction product. The product is: [CH3:28][N:24]([CH2:23][C:19]1[CH:18]=[C:17]([C:15]2[NH:14][C:10]3=[N:11][CH:12]=[CH:13][C:8]([C:6]4[C:5]([C:29]5[CH:30]=[CH:31][C:32]([NH:35][C:39]([NH:38][CH2:36][CH3:37])=[O:40])=[CH:33][CH:34]=5)=[N:4][N:3]([CH2:1][CH3:2])[CH:7]=4)=[C:9]3[CH:16]=2)[CH:22]=[CH:21][CH:20]=1)[CH3:25].